From a dataset of Forward reaction prediction with 1.9M reactions from USPTO patents (1976-2016). Predict the product of the given reaction. (1) Given the reactants [CH:1]1([NH:4][C:5](=[O:33])[C:6]2[CH:11]=[C:10]([N:12]3[CH:17]=[CH:16][N:15]=[C:14]([NH:18][C@@H:19]([C:24]4[CH:29]=[CH:28][CH:27]=[CH:26][CH:25]=4)[C@@H:20]([CH3:23])[CH:21]=O)[C:13]3=[O:30])[C:9]([CH3:31])=[C:8]([F:32])[CH:7]=2)[CH2:3][CH2:2]1.[NH:34]1[CH2:39][CH2:38][CH2:37][CH2:36][CH2:35]1, predict the reaction product. The product is: [CH:1]1([NH:4][C:5](=[O:33])[C:6]2[CH:11]=[C:10]([N:12]3[CH:17]=[CH:16][N:15]=[C:14]([NH:18][C@@H:19]([C:24]4[CH:29]=[CH:28][CH:27]=[CH:26][CH:25]=4)[C@@H:20]([CH3:23])[CH2:21][N:34]4[CH2:39][CH2:38][CH2:37][CH2:36][CH2:35]4)[C:13]3=[O:30])[C:9]([CH3:31])=[C:8]([F:32])[CH:7]=2)[CH2:3][CH2:2]1. (2) Given the reactants C1(P(C2C=CC=CC=2)C2C=CC=CC=2)C=CC=CC=1.[Cl:20][C:21]1[CH:26]=[CH:25][CH:24]=[CH:23][C:22]=1[CH:27]([OH:29])[CH3:28].N(C(OCC)=O)=NC(OCC)=O.[CH3:42][O:43][C:44]([C:46]1[S:47][C:48]([N:52]2[CH:56]=[N:55][C:54]([NH:57][C:58]3[CH:63]=[CH:62][CH:61]=[CH:60][CH:59]=3)=[N:53]2)=[CH:49][C:50]=1O)=[O:45], predict the reaction product. The product is: [CH3:42][O:43][C:44]([C:46]1[S:47][C:48]([N:52]2[CH:56]=[N:55][C:54]([NH:57][C:58]3[CH:63]=[CH:62][CH:61]=[CH:60][CH:59]=3)=[N:53]2)=[CH:49][C:50]=1[O:29][CH:27]([C:22]1[CH:23]=[CH:24][CH:25]=[CH:26][C:21]=1[Cl:20])[CH3:28])=[O:45].